This data is from Reaction yield outcomes from USPTO patents with 853,638 reactions. The task is: Predict the reaction yield, written as a fraction of the theoretical maximum amount of product (1.0 means a 100% yield; for example, 0.34 means a 34% yield). (1) The reactants are [Cl:1][C:2]1[CH:3]=[CH:4][C:5]([O:11][CH3:12])=[C:6](B(O)O)[CH:7]=1.Br[C:14]1[CH:19]=[CH:18][C:17]([S:20]([CH2:23][CH3:24])(=[O:22])=[O:21])=[CH:16][C:15]=1[F:25].C(=O)([O-])[O-].[Na+].[Na+]. The catalyst is O1CCOCC1.O.[Pd].C1(P(C2C=CC=CC=2)C2C=CC=CC=2)C=CC=CC=1.C1(P(C2C=CC=CC=2)C2C=CC=CC=2)C=CC=CC=1.C1(P(C2C=CC=CC=2)C2C=CC=CC=2)C=CC=CC=1.C1(P(C2C=CC=CC=2)C2C=CC=CC=2)C=CC=CC=1. The product is [Cl:1][C:2]1[CH:3]=[CH:4][C:5]([O:11][CH3:12])=[C:6]([C:14]2[CH:19]=[CH:18][C:17]([S:20]([CH2:23][CH3:24])(=[O:22])=[O:21])=[CH:16][C:15]=2[F:25])[CH:7]=1. The yield is 0.900. (2) The reactants are [CH2:1]([N:3]([C:12]1[CH:13]=[CH:14][CH:15]=[C:16]2[C:20]=1[NH:19][C:18]([C:21]1[S:22][C:23]([CH2:26]O)=[CH:24][N:25]=1)=[CH:17]2)[S:4]([C:7]1[S:8][CH:9]=[CH:10][CH:11]=1)(=[O:6])=[O:5])[CH3:2].CN(C)C=O.O1CCCC1.S(Cl)([Cl:40])=O. The catalyst is C(OCC)(=O)C.[Cl-].[Na+].O. The product is [Cl:40][CH2:26][C:23]1[S:22][C:21]([C:18]2[NH:19][C:20]3[C:16]([CH:17]=2)=[CH:15][CH:14]=[CH:13][C:12]=3[N:3]([CH2:1][CH3:2])[S:4]([C:7]2[S:8][CH:9]=[CH:10][CH:11]=2)(=[O:6])=[O:5])=[N:25][CH:24]=1. The yield is 0.910. (3) The yield is 0.620. The product is [CH3:27][C:7]1([CH3:28])[CH2:6][C:5]2[C:10](=[C:11]3[CH2:15][C:14]([CH3:16])([CH3:17])[O:13][C:12]3=[C:3]([OH:2])[CH:4]=2)[C:9]([C:18]2[CH:23]=[CH:22][CH:21]=[C:20]([N+:24]([O-:26])=[O:25])[CH:19]=2)=[N:8]1. No catalyst specified. The reactants are C[O:2][C:3]1[CH:4]=[C:5]2[C:10](=[C:11]3[CH2:15][C:14]([CH3:17])([CH3:16])[O:13][C:12]=13)[C:9]([C:18]1[CH:23]=[CH:22][CH:21]=[C:20]([N+:24]([O-:26])=[O:25])[CH:19]=1)=[N:8][C:7]([CH3:28])([CH3:27])[CH2:6]2.Br.N. (4) The reactants are [NH2:1][C@@H:2]1[C:11]2[C:6](=[CH:7][CH:8]=[CH:9][CH:10]=2)[C@H:5]([OH:12])[CH2:4][CH2:3]1.[H-].[Na+].F[C:16]1[CH:17]=[CH:18][C:19]2[N:20]([C:22]([N:25]([CH3:39])[CH2:26][CH2:27][O:28][Si:29]([CH:36]([CH3:38])[CH3:37])([CH:33]([CH3:35])[CH3:34])[CH:30]([CH3:32])[CH3:31])=[N:23][N:24]=2)[CH:21]=1.[NH4+].[Cl-]. The catalyst is CN(C=O)C.O. The product is [NH2:1][C@@H:2]1[C:11]2[C:6](=[CH:7][CH:8]=[CH:9][CH:10]=2)[C@H:5]([O:12][C:16]2[CH:17]=[CH:18][C:19]3[N:20]([C:22]([N:25]([CH3:39])[CH2:26][CH2:27][O:28][Si:29]([CH:33]([CH3:35])[CH3:34])([CH:30]([CH3:32])[CH3:31])[CH:36]([CH3:37])[CH3:38])=[N:23][N:24]=3)[CH:21]=2)[CH2:4][CH2:3]1. The yield is 0.290. (5) The reactants are [F-:1].[Cs+].Cl[CH2:4][S:5][C:6]1[CH:11]=[CH:10][C:9]([CH3:12])=[CH:8][CH:7]=1. The catalyst is C(#N)C. The product is [F:1][CH2:4][S:5][C:6]1[CH:11]=[CH:10][C:9]([CH3:12])=[CH:8][CH:7]=1. The yield is 0.680.